Task: Predict which catalyst facilitates the given reaction.. Dataset: Catalyst prediction with 721,799 reactions and 888 catalyst types from USPTO (1) Reactant: N#N.[CH3:3][C:4]1[O:5][C:6]([C:12]2[CH:13]=[C:14]([CH3:18])[CH:15]=[CH:16][CH:17]=2)=[C:7]([C:9]([OH:11])=O)[N:8]=1.C1C=CC2N(O)N=NC=2C=1.C(Cl)CCl.CCN(C(C)C)C(C)C.[CH2:42]([O:44][CH2:45][C:46]1[N:47]=[C:48]([CH2:51][N:52]2[N:56]=[C:55]([NH2:57])[CH:54]=[N:53]2)[O:49][CH:50]=1)[CH3:43]. Product: [CH2:42]([O:44][CH2:45][C:46]1[N:47]=[C:48]([CH2:51][N:52]2[N:56]=[C:55]([NH:57][C:9]([C:7]3[N:8]=[C:4]([CH3:3])[O:5][C:6]=3[C:12]3[CH:13]=[C:14]([CH3:18])[CH:15]=[CH:16][CH:17]=3)=[O:11])[CH:54]=[N:53]2)[O:49][CH:50]=1)[CH3:43]. The catalyst class is: 64. (2) Reactant: F[C:2]1[CH:24]=[CH:23][CH:22]=[CH:21][C:3]=1[C:4]([N:6]1[CH2:11][CH2:10][N:9]([C:12]([O:14][C:15]([CH3:18])([CH3:17])[CH3:16])=[O:13])[CH2:8][CH:7]1[CH2:19][OH:20])=[O:5].[H-].[Na+]. Product: [O:5]=[C:4]1[C:3]2[CH:21]=[CH:22][CH:23]=[CH:24][C:2]=2[O:20][CH2:19][CH:7]2[CH2:8][N:9]([C:12]([O:14][C:15]([CH3:18])([CH3:17])[CH3:16])=[O:13])[CH2:10][CH2:11][N:6]12. The catalyst class is: 9. (3) Reactant: [N+](=[CH:3][C:4](=[O:22])[C@@H:5]([NH:14][C:15](=[O:21])[O:16][C:17]([CH3:20])([CH3:19])[CH3:18])[CH2:6][CH2:7][C:8]1[CH:13]=[CH:12][CH:11]=[CH:10][CH:9]=1)=[N-].[BrH:23].C(O)(=O)C. Product: [Br:23][CH2:3][C:4](=[O:22])[C@@H:5]([NH:14][C:15](=[O:21])[O:16][C:17]([CH3:20])([CH3:19])[CH3:18])[CH2:6][CH2:7][C:8]1[CH:13]=[CH:12][CH:11]=[CH:10][CH:9]=1. The catalyst class is: 28. (4) Reactant: C(O[C:4]([C@H:6]1[C@@H:11]([N:12]([C:21](=[O:35])[CH2:22][C:23]2[NH:28][C:27]3[CH:29]=[CH:30][CH:31]=[CH:32][C:26]=3[S:25](=[O:34])(=[O:33])[N:24]=2)[CH2:13][C:14]2[CH:19]=[CH:18][C:17]([F:20])=[CH:16][CH:15]=2)[C@H:10]2[CH2:36][C@@H:7]1[CH2:8][CH2:9]2)=[O:5])C.[O-]CC.[Na+].Cl. Product: [O:34]=[S:25]1(=[O:33])[C:26]2[CH:32]=[CH:31][CH:30]=[CH:29][C:27]=2[N:28]=[C:23]([C:22]2[C:21](=[O:35])[N:12]([CH2:13][C:14]3[CH:19]=[CH:18][C:17]([F:20])=[CH:16][CH:15]=3)[C@@H:11]3[C@H:6]([C:4]=2[OH:5])[C@@H:7]2[CH2:36][C@H:10]3[CH2:9][CH2:8]2)[NH:24]1. The catalyst class is: 8. (5) Reactant: [Cl:1][C:2]1[CH:3]=[C:4]([CH:10]=[CH:11][C:12]=1[N:13]1[CH:17]([CH3:18])[CH2:16][O:15][C:14]1=[O:19])[C:5]([O:7]CC)=[O:6].[OH-].[Li+]. Product: [Cl:1][C:2]1[CH:3]=[C:4]([CH:10]=[CH:11][C:12]=1[N:13]1[CH:17]([CH3:18])[CH2:16][O:15][C:14]1=[O:19])[C:5]([OH:7])=[O:6]. The catalyst class is: 5. (6) Reactant: C(NC(C)C)(C)C.C([Li])CCC.[CH3:13][N:14]1[CH2:19][CH2:18][CH2:17][CH2:16][C:15]1=[O:20].[C:21]1([Se:27]Cl)[CH:26]=[CH:25][CH:24]=[CH:23][CH:22]=1. Product: [CH3:13][N:14]1[CH2:19][CH2:18][CH2:17][CH:16]([Se:27][C:21]2[CH:26]=[CH:25][CH:24]=[CH:23][CH:22]=2)[C:15]1=[O:20]. The catalyst class is: 7. (7) Reactant: [F:1][C:2]1[CH:3]=[CH:4][C:5]([O:29][CH3:30])=[C:6]([C:8]([CH3:28])([CH3:27])[CH2:9][C:10]([NH2:26])([CH2:15][C:16]2[C:25]3[C:20](=[CH:21][CH:22]=[CH:23][CH:24]=3)[N:19]=[CH:18][CH:17]=2)[C:11]([F:14])([F:13])[F:12])[CH:7]=1.[C:31](OC(=O)C)(=[O:33])[CH3:32]. Product: [F:1][C:2]1[CH:3]=[CH:4][C:5]([O:29][CH3:30])=[C:6]([C:8]([CH3:27])([CH3:28])[CH2:9][C:10]([NH:26][C:31](=[O:33])[CH3:32])([CH2:15][C:16]2[C:25]3[C:20](=[CH:21][CH:22]=[CH:23][CH:24]=3)[N:19]=[CH:18][CH:17]=2)[C:11]([F:12])([F:14])[F:13])[CH:7]=1. The catalyst class is: 68. (8) Reactant: [C:1]([O:4][CH2:5][C:6]1[CH:11]=[CH:10][N:9]=[C:8]2[N:12]([C:18]3[CH:23]=[CH:22][C:21]([O:24][Si](C(C)C)(C(C)C)C(C)C)=[CH:20][CH:19]=3)[C:13](=[O:17])[N:14]([CH2:15][CH3:16])[C:7]=12)(=[O:3])[CH3:2].[F-].C([N+](CCCC)(CCCC)CCCC)CCC.O. Product: [C:1]([O:4][CH2:5][C:6]1[CH:11]=[CH:10][N:9]=[C:8]2[N:12]([C:18]3[CH:19]=[CH:20][C:21]([OH:24])=[CH:22][CH:23]=3)[C:13](=[O:17])[N:14]([CH2:15][CH3:16])[C:7]=12)(=[O:3])[CH3:2]. The catalyst class is: 1. (9) Reactant: [CH3:1][N:2]([CH2:9][CH2:10][O:11][C:12]1[CH:25]=[CH:24][C:15]([CH2:16][CH:17]2[S:21][C:20](=[O:22])[NH:19][C:18]2=[O:23])=[CH:14][CH:13]=1)[C:3]1[CH:8]=[CH:7][CH:6]=[CH:5][N:4]=1.[CH2:26]([S:32]([OH:35])(=[O:34])=[O:33])[CH2:27][S:28]([OH:31])(=[O:30])=[O:29]. Product: [CH2:26]([S:32]([OH:35])(=[O:34])=[O:33])[CH2:27][S:28]([OH:31])(=[O:30])=[O:29].[CH3:1][N:2]([CH2:9][CH2:10][O:11][C:12]1[CH:25]=[CH:24][C:15]([CH2:16][CH:17]2[S:21][C:20](=[O:22])[NH:19][C:18]2=[O:23])=[CH:14][CH:13]=1)[C:3]1[CH:8]=[CH:7][CH:6]=[CH:5][N:4]=1. The catalyst class is: 7.